This data is from Full USPTO retrosynthesis dataset with 1.9M reactions from patents (1976-2016). The task is: Predict the reactants needed to synthesize the given product. (1) Given the product [C:1]([C:6]1[CH:11]=[CH:10][C:9]([C@H:12]2[CH2:17][CH2:16][C@H:15]([C:18]([O:20][CH3:21])=[O:19])[CH2:14][CH2:13]2)=[CH:8][CH:7]=1)(=[O:5])[C:2]([CH3:4])=[O:3], predict the reactants needed to synthesize it. The reactants are: [C:1]([C:6]1[CH:11]=[CH:10][C:9]([C@H:12]2[CH2:17][CH2:16][C@H:15]([C:18]([O:20][CH3:21])=[O:19])[CH2:14][CH2:13]2)=[CH:8][CH:7]=1)(=[O:5])[CH:2]([CH3:4])[OH:3]. (2) The reactants are: C[N:2]1[C:7]([CH3:8])=[C:6]([N+:9]([O-:11])=[O:10])[CH:5]=[C:4]([N+]([O-])=O)[C:3]1=O.[C:16]([O:20][C:21](=[O:30])[NH:22][CH:23]1[CH2:28]CC(=O)[CH2:25][CH2:24]1)([CH3:19])([CH3:18])[CH3:17].N. Given the product [CH3:8][C:7]1[C:6]([N+:9]([O-:11])=[O:10])=[CH:5][C:4]2[CH2:28][CH:23]([NH:22][C:21](=[O:30])[O:20][C:16]([CH3:17])([CH3:19])[CH3:18])[CH2:24][CH2:25][C:3]=2[N:2]=1, predict the reactants needed to synthesize it. (3) Given the product [C:12]([O:5][CH2:4][CH2:3][CH:2]([CH3:1])[CH2:6][CH2:7][CH2:8][CH:9]([CH3:11])[CH3:10])(=[O:16])[CH:13]([CH3:15])[OH:14], predict the reactants needed to synthesize it. The reactants are: [CH3:1][CH:2]([CH2:6][CH2:7][CH2:8][CH:9]([CH3:11])[CH3:10])[CH2:3][CH2:4][OH:5].[C:12](OCC)(=[O:16])[CH:13]([CH3:15])[OH:14]. (4) The reactants are: [CH3:1][C:2]1[C:7]([CH:8]([CH2:13][CH2:14][CH3:15])[C:9]([O:11]C)=[O:10])=[C:6]([C:16]2[CH:21]=[CH:20][C:19]([CH3:22])=[CH:18][CH:17]=2)[N:5]=[C:4]([N:23]2[CH2:28][CH2:27][CH2:26][CH2:25][CH2:24]2)[N:3]=1.[OH-].[Na+]. Given the product [CH3:1][C:2]1[C:7]([CH:8]([CH2:13][CH2:14][CH3:15])[C:9]([OH:11])=[O:10])=[C:6]([C:16]2[CH:17]=[CH:18][C:19]([CH3:22])=[CH:20][CH:21]=2)[N:5]=[C:4]([N:23]2[CH2:24][CH2:25][CH2:26][CH2:27][CH2:28]2)[N:3]=1, predict the reactants needed to synthesize it. (5) Given the product [Cl:1][C:2]1[CH:3]=[CH:4][C:5]([OH:18])=[C:6]([C:7]2[N:12]3[CH:13]=[CH:14][N:15]=[CH:16][C:11]3=[CH:10][N:9]=2)[CH:17]=1, predict the reactants needed to synthesize it. The reactants are: [Cl:1][C:2]1[CH:3]=[CH:4][C:5]([OH:18])=[C:6]([CH:17]=1)[C:7]([NH:9][CH2:10][C:11]1[CH:16]=[N:15][CH:14]=[CH:13][N:12]=1)=O. (6) Given the product [NH2:22][C:10](=[O:11])[C@@H:9]([NH:13][C:14](=[O:15])[O:16][C:17]([CH3:20])([CH3:19])[CH3:18])[CH2:8][C:5]1[CH:6]=[CH:7][C:2]([Br:1])=[CH:3][CH:4]=1, predict the reactants needed to synthesize it. The reactants are: [Br:1][C:2]1[CH:7]=[CH:6][C:5]([CH2:8][C@H:9]([NH:13][C:14]([O:16][C:17]([CH3:20])([CH3:19])[CH3:18])=[O:15])[C:10](O)=[O:11])=[CH:4][CH:3]=1.C[N+:22]1(C2N=C(OC)N=C(OC)N=2)CCOCC1.[Cl-].N.O.